From a dataset of Catalyst prediction with 721,799 reactions and 888 catalyst types from USPTO. Predict which catalyst facilitates the given reaction. (1) Reactant: [CH:1]1([C:5]2[CH:10]=[CH:9][C:8]([C:11]3[N:12]=[CH:13][C:14]([NH2:17])=[N:15][CH:16]=3)=[C:7]([F:18])[C:6]=2[O:19][CH2:20][CH:21]2[CH2:23][O:22]2)[CH2:4][CH2:3][CH2:2]1.[NH2:24][C:25]1[CH:29]=[CH:28][NH:27][N:26]=1.C(S([O-])(=O)=O)(F)(F)F.C(S([O-])(=O)=O)(F)(F)F.C(S([O-])(=O)=O)(F)(F)F.[Yb+3]. Product: [NH:26]1[C:25]([NH:24][CH2:23][CH:21]([OH:22])[CH2:20][O:19][C:6]2[C:5]([CH:1]3[CH2:4][CH2:3][CH2:2]3)=[CH:10][CH:9]=[C:8]([C:11]3[CH:16]=[N:15][C:14]([NH2:17])=[CH:13][N:12]=3)[C:7]=2[F:18])=[CH:29][CH:28]=[N:27]1. The catalyst class is: 3. (2) Reactant: [NH:1]1[CH2:4][CH:3]([N:5]2[CH2:10][CH2:9][O:8][CH2:7][CH2:6]2)[CH2:2]1.CCN(CC)CC.[CH:18]([N:21]1[C:25]([C:26]2[N:35]=[C:34]3[N:28]([CH2:29][CH2:30][O:31][C:32]4[CH:39]=[CH:38][C:37]([S:40](Cl)(=[O:42])=[O:41])=[CH:36][C:33]=43)[CH:27]=2)=[N:24][CH:23]=[N:22]1)([CH3:20])[CH3:19]. Product: [CH:18]([N:21]1[C:25]([C:26]2[N:35]=[C:34]3[C:33]4[CH:36]=[C:37]([S:40]([N:1]5[CH2:4][CH:3]([N:5]6[CH2:10][CH2:9][O:8][CH2:7][CH2:6]6)[CH2:2]5)(=[O:42])=[O:41])[CH:38]=[CH:39][C:32]=4[O:31][CH2:30][CH2:29][N:28]3[CH:27]=2)=[N:24][CH:23]=[N:22]1)([CH3:20])[CH3:19]. The catalyst class is: 2. (3) Reactant: [Al+3].[Cl-].[Cl-].[Cl-].[CH3:5][C:6]1[S:7][C:8]([CH3:11])=[CH:9][CH:10]=1.Cl[C:13](=[O:19])[C:14]([O:16][CH2:17][CH3:18])=[O:15]. Product: [CH3:5][C:6]1[S:7][C:8]([CH3:11])=[CH:9][C:10]=1[C:13](=[O:19])[C:14]([O:16][CH2:17][CH3:18])=[O:15]. The catalyst class is: 2. (4) Reactant: [OH:1][CH2:2][CH2:3][N:4]1[CH:13]=[CH:12][C:11]2[C:6](=[CH:7][CH:8]=[CH:9][C:10]=2[N+:14]([O-:16])=[O:15])[C:5]1=[O:17].C(N(CC)C(C)C)(C)C.[C:27](Cl)(=[O:29])[CH3:28]. Product: [C:27]([O:1][CH2:2][CH2:3][N:4]1[CH:13]=[CH:12][C:11]2[C:6](=[CH:7][CH:8]=[CH:9][C:10]=2[N+:14]([O-:16])=[O:15])[C:5]1=[O:17])(=[O:29])[CH3:28]. The catalyst class is: 306.